This data is from NCI-60 drug combinations with 297,098 pairs across 59 cell lines. The task is: Regression. Given two drug SMILES strings and cell line genomic features, predict the synergy score measuring deviation from expected non-interaction effect. (1) Drug 1: C1=NC2=C(N1)C(=S)N=C(N2)N. Drug 2: CC1C(C(=O)NC(C(=O)N2CCCC2C(=O)N(CC(=O)N(C(C(=O)O1)C(C)C)C)C)C(C)C)NC(=O)C3=C4C(=C(C=C3)C)OC5=C(C(=O)C(=C(C5=N4)C(=O)NC6C(OC(=O)C(N(C(=O)CN(C(=O)C7CCCN7C(=O)C(NC6=O)C(C)C)C)C)C(C)C)C)N)C. Cell line: HCT-15. Synergy scores: CSS=29.4, Synergy_ZIP=-1.30, Synergy_Bliss=-1.28, Synergy_Loewe=-2.90, Synergy_HSA=-2.63. (2) Drug 1: CC(C1=C(C=CC(=C1Cl)F)Cl)OC2=C(N=CC(=C2)C3=CN(N=C3)C4CCNCC4)N. Drug 2: C1=CC=C(C(=C1)C(C2=CC=C(C=C2)Cl)C(Cl)Cl)Cl. Cell line: SK-MEL-28. Synergy scores: CSS=6.87, Synergy_ZIP=3.28, Synergy_Bliss=7.03, Synergy_Loewe=1.37, Synergy_HSA=2.73. (3) Drug 1: C1=C(C(=O)NC(=O)N1)N(CCCl)CCCl. Drug 2: N.N.Cl[Pt+2]Cl. Cell line: K-562. Synergy scores: CSS=34.1, Synergy_ZIP=-11.5, Synergy_Bliss=-4.58, Synergy_Loewe=-5.67, Synergy_HSA=-3.41. (4) Drug 1: CN1CCC(CC1)COC2=C(C=C3C(=C2)N=CN=C3NC4=C(C=C(C=C4)Br)F)OC. Drug 2: C1=CC=C(C=C1)NC(=O)CCCCCCC(=O)NO. Cell line: K-562. Synergy scores: CSS=52.3, Synergy_ZIP=-0.595, Synergy_Bliss=2.36, Synergy_Loewe=-8.10, Synergy_HSA=3.33. (5) Drug 1: CC1C(C(CC(O1)OC2CC(CC3=C2C(=C4C(=C3O)C(=O)C5=C(C4=O)C(=CC=C5)OC)O)(C(=O)C)O)N)O.Cl. Drug 2: CC1CCCC2(C(O2)CC(NC(=O)CC(C(C(=O)C(C1O)C)(C)C)O)C(=CC3=CSC(=N3)C)C)C. Cell line: MDA-MB-231. Synergy scores: CSS=5.73, Synergy_ZIP=-2.74, Synergy_Bliss=2.19, Synergy_Loewe=0.287, Synergy_HSA=1.65. (6) Drug 1: C1CCC(C1)C(CC#N)N2C=C(C=N2)C3=C4C=CNC4=NC=N3. Drug 2: CC1=CC2C(CCC3(C2CCC3(C(=O)C)OC(=O)C)C)C4(C1=CC(=O)CC4)C. Cell line: OVCAR-4. Synergy scores: CSS=-1.03, Synergy_ZIP=0.153, Synergy_Bliss=-0.426, Synergy_Loewe=-0.426, Synergy_HSA=-1.13.